From a dataset of Forward reaction prediction with 1.9M reactions from USPTO patents (1976-2016). Predict the product of the given reaction. (1) Given the reactants [CH3:13][CH:12]([O:11]C(/N=N/C([O:11][CH:12]([CH3:14])[CH3:13])=O)=O)[CH3:14].[I:15][C:16]1[CH:21]=[CH:20][CH:19]=[CH:18][C:17]=1[OH:22].C1C=CC(P(C2C=CC=CC=2)C2C=CC=CC=2)=CC=1, predict the reaction product. The product is: [I:15][C:16]1[CH:21]=[CH:20][CH:19]=[CH:18][C:17]=1[O:22][CH2:13][CH:12]1[CH2:14][O:11]1. (2) Given the reactants [F:1][C:2]1[C:3]([O:21][CH3:22])=[C:4]([C:18]([OH:20])=O)[CH:5]=[C:6]([C:8]2[CH:13]=[CH:12][C:11]([C:14]([F:17])([F:16])[F:15])=[CH:10][CH:9]=2)[CH:7]=1.[Cl:23][C:24]1[CH:25]=[C:26]([C:31]2[CH:36]=[CH:35][C:34]([CH2:37][C@@H:38]([NH2:45])[C:39]3[O:43][N:42]=[C:41]([CH3:44])[N:40]=3)=[CH:33][CH:32]=2)[CH:27]=[CH:28][C:29]=1[F:30], predict the reaction product. The product is: [Cl:23][C:24]1[CH:25]=[C:26]([C:31]2[CH:36]=[CH:35][C:34]([CH2:37][C@@H:38]([NH:45][C:18]([C:4]3[CH:5]=[C:6]([C:8]4[CH:9]=[CH:10][C:11]([C:14]([F:17])([F:16])[F:15])=[CH:12][CH:13]=4)[CH:7]=[C:2]([F:1])[C:3]=3[O:21][CH3:22])=[O:20])[C:39]3[O:43][N:42]=[C:41]([CH3:44])[N:40]=3)=[CH:33][CH:32]=2)[CH:27]=[CH:28][C:29]=1[F:30]. (3) Given the reactants [N+:1]([C:4]1[C:5]([NH:10][NH2:11])=[N:6][CH:7]=[CH:8][CH:9]=1)([O-])=O.C(N(CC)CC)C.C[O:20][C:21](=O)[N:22]=[C:23](SC)[C:24]([C:38]1[CH:43]=[C:42]([CH3:44])[N:41]=[C:40]([O:45][CH3:46])[CH:39]=1)=[N:25][C:26]1[CH:31]=[CH:30][C:29]([C:32]2[N:36]=[C:35]([CH3:37])[O:34][N:33]=2)=[CH:28][CH:27]=1, predict the reaction product. The product is: [NH2:1][C:4]1[C:5]([N:10]2[C:21](=[O:20])[NH:22][C:23]([CH:24]([C:38]3[CH:43]=[C:42]([CH3:44])[N:41]=[C:40]([O:45][CH3:46])[CH:39]=3)[NH:25][C:26]3[CH:31]=[CH:30][C:29]([C:32]4[N:36]=[C:35]([CH3:37])[O:34][N:33]=4)=[CH:28][CH:27]=3)=[N:11]2)=[N:6][CH:7]=[CH:8][CH:9]=1. (4) Given the reactants [NH2:1][C:2]1[C:3]([C:9]#[C:10][C:11]2[CH:12]=[C:13]([OH:17])[CH:14]=[CH:15][CH:16]=2)=[N:4][C:5](Br)=[CH:6][N:7]=1.CC1(C)C(C)(C)OB([C:26]2[CH2:27][CH2:28][N:29]([C:32](=[O:35])[CH2:33][CH3:34])[CH2:30][CH:31]=2)O1.[O-]P([O-])([O-])=O.[K+].[K+].[K+].O, predict the reaction product. The product is: [NH2:1][C:2]1[N:7]=[CH:6][C:5]([C:26]2[CH2:31][CH2:30][N:29]([C:32](=[O:35])[CH2:33][CH3:34])[CH2:28][CH:27]=2)=[N:4][C:3]=1[C:9]#[C:10][C:11]1[CH:16]=[CH:15][CH:14]=[C:13]([OH:17])[CH:12]=1. (5) Given the reactants C(OC(=O)[NH:7][C:8]1[CH:13]=[C:12]([N:14]([CH2:16][CH2:17][O:18][CH3:19])[CH3:15])[C:11]([Cl:20])=[CH:10][C:9]=1[NH:21][C:22](=[O:38])[CH2:23][C:24]([C:26]1[CH:31]=[CH:30][N:29]=[C:28]([C:32]2[O:36][N:35]=[C:34]([CH3:37])[CH:33]=2)[CH:27]=1)=O)(C)(C)C.C(O)(C(F)(F)F)=O, predict the reaction product. The product is: [Cl:20][C:11]1[C:12]([N:14]([CH2:16][CH2:17][O:18][CH3:19])[CH3:15])=[CH:13][C:8]2[N:7]=[C:24]([C:26]3[CH:31]=[CH:30][N:29]=[C:28]([C:32]4[O:36][N:35]=[C:34]([CH3:37])[CH:33]=4)[CH:27]=3)[CH2:23][C:22](=[O:38])[NH:21][C:9]=2[CH:10]=1.